From a dataset of Full USPTO retrosynthesis dataset with 1.9M reactions from patents (1976-2016). Predict the reactants needed to synthesize the given product. The reactants are: [Cl:1][C:2]1[CH:28]=[CH:27][CH:26]=[C:25]([Cl:29])[C:3]=1[C:4]([NH:6][C:7]1[CH:12]=[CH:11][N:10]=[C:9]([NH:13][C:14]2[CH:24]=[CH:23][C:17]([C:18]([O:20]CC)=[O:19])=[CH:16][CH:15]=2)[CH:8]=1)=[O:5].[Li+].[OH-].Cl. Given the product [Cl:1][C:2]1[CH:28]=[CH:27][CH:26]=[C:25]([Cl:29])[C:3]=1[C:4]([NH:6][C:7]1[CH:12]=[CH:11][N:10]=[C:9]([NH:13][C:14]2[CH:24]=[CH:23][C:17]([C:18]([OH:20])=[O:19])=[CH:16][CH:15]=2)[CH:8]=1)=[O:5], predict the reactants needed to synthesize it.